This data is from Catalyst prediction with 721,799 reactions and 888 catalyst types from USPTO. The task is: Predict which catalyst facilitates the given reaction. (1) Reactant: [C:1](=[O:16])([O:9][C:10]1[CH:15]=[CH:14][CH:13]=[CH:12][CH:11]=1)OC1C=CC=CC=1.[NH2:17][C@H:18]([C:26]([O-:28])=[O:27])[CH2:19]C1C=CC=CC=1.C([P+](C1C=CC=CC=1)(C1C=CC=CC=1)C1C=CC=CC=1)CCC.Cl. The catalyst class is: 10. Product: [O:9]([C:1]([NH:17][C@H:18]([C:26]([OH:28])=[O:27])[CH3:19])=[O:16])[C:10]1[CH:11]=[CH:12][CH:13]=[CH:14][CH:15]=1. (2) Reactant: [CH:1]([C:3]1[N:8]=[CH:7][C:6]([C:9]2[CH:17]=[CH:16][C:12]([C:13]([NH2:15])=[O:14])=[CH:11][CH:10]=2)=[CH:5][CH:4]=1)=[O:2].[CH2:18]([Mg]Br)[CH3:19]. Product: [OH:2][CH:1]([C:3]1[N:8]=[CH:7][C:6]([C:9]2[CH:17]=[CH:16][C:12]([C:13]([NH2:15])=[O:14])=[CH:11][CH:10]=2)=[CH:5][CH:4]=1)[CH2:18][CH3:19]. The catalyst class is: 56. (3) Reactant: COC1C=CC(C[O:8][C:9]2[CH:10]=[CH:11][C:12]([C:15]3[S:16][C:17]([CH3:20])=[CH:18][N:19]=3)=[N:13][CH:14]=2)=CC=1. Product: [CH3:20][C:17]1[S:16][C:15]([C:12]2[N:13]=[CH:14][C:9]([OH:8])=[CH:10][CH:11]=2)=[N:19][CH:18]=1. The catalyst class is: 67. (4) Reactant: [Cl:1][C:2]1[CH:3]=[C:4]([CH:14]=[CH:15][CH:16]=1)[CH2:5][N:6]1[CH2:11][CH2:10][C:9](=O)[CH2:8][C:7]1=[O:13].[CH3:17][NH:18][NH2:19]. Product: [Cl:1][C:2]1[CH:3]=[C:4]([CH:14]=[CH:15][CH:16]=1)[CH2:5][N:6]1[CH2:11][CH2:10][C:9](=[N:19][NH:18][CH3:17])[CH2:8][C:7]1=[O:13]. The catalyst class is: 8. (5) Reactant: C[O:2][C:3]1[CH:8]=[CH:7][C:6]([C:9]2[CH:14]=[CH:13][CH:12]=[C:11]([C:15]3[CH:20]=[CH:19][CH:18]=[C:17]([O:21]C)[CH:16]=3)[CH:10]=2)=[CH:5][CH:4]=1. Product: [C:6]1([C:9]2[CH:14]=[CH:13][CH:12]=[C:11]([C:15]3[CH:20]=[CH:19][CH:18]=[C:17]([OH:21])[CH:16]=3)[CH:10]=2)[CH:5]=[CH:4][C:3]([OH:2])=[CH:8][CH:7]=1. The catalyst class is: 195. (6) Reactant: COC1C=CC2CCC(=O)NC(CC(OC)=O)C=2C=1.[CH3:20][O:21][C:22]1[CH:38]=[CH:37][C:25]2[CH2:26][C@H:27]([CH2:32][C:33]([O:35][CH3:36])=[O:34])[C:28](=[O:31])[NH:29][CH2:30][C:24]=2[CH:23]=1.COC1C=CC2C[C@@H](CC(OC)=O)C(=O)NCC=2C=1. Product: [CH3:20][O:21][C:22]1[CH:38]=[CH:37][C:25]2[CH2:26][CH:27]([CH2:32][C:33]([O:35][CH3:36])=[O:34])[C:28](=[O:31])[NH:29][CH2:30][C:24]=2[CH:23]=1. The catalyst class is: 23. (7) Reactant: [F:1][C:2]([F:13])([F:12])[C:3]1[CH:11]=[CH:10][C:6]([C:7](Cl)=[O:8])=[CH:5][CH:4]=1.[NH2:14][C:15]([CH3:31])([CH2:18][N:19]1[CH:27]=[C:26]2[C:21]([C:22]([Cl:30])=[C:23]([Cl:29])[CH:24]=[C:25]2[Cl:28])=[N:20]1)[C:16]#[N:17]. Product: [C:16]([C:15]([NH:14][C:7](=[O:8])[C:6]1[CH:10]=[CH:11][C:3]([C:2]([F:13])([F:12])[F:1])=[CH:4][CH:5]=1)([CH3:31])[CH2:18][N:19]1[CH:27]=[C:26]2[C:21]([C:22]([Cl:30])=[C:23]([Cl:29])[CH:24]=[C:25]2[Cl:28])=[N:20]1)#[N:17]. The catalyst class is: 1. (8) Reactant: [O:1]=[C:2]1[NH:7][CH:6]=[N:5][C:4]2[C:8](C(OC)=O)=[CH:9][NH:10][C:3]1=2.[OH-].[K+]. Product: [N:5]1[C:4]2[CH:8]=[CH:9][NH:10][C:3]=2[C:2](=[O:1])[NH:7][CH:6]=1. The catalyst class is: 15. (9) Reactant: [CH2:1]([O:3][C:4]1[CH:11]=[CH:10][CH:9]=[C:8]([CH2:12][CH2:13][CH2:14][CH2:15][CH2:16][CH2:17][CH2:18][CH2:19][CH2:20][CH2:21][CH2:22][CH2:23][CH2:24][CH2:25][CH3:26])[C:5]=1[CH:6]=O)[CH3:2].[C:27]([O:33][CH2:34][CH3:35])(=[O:32])[CH2:28][C:29]([CH3:31])=O.C(O)(=O)C.N1CCCCC1.[CH3:46][CH2:47][O:48][C:49](/[CH:51]=[C:52](\[NH2:54])/[CH3:53])=[O:50]. Product: [CH2:1]([O:3][C:4]1[CH:11]=[CH:10][CH:9]=[C:8]([CH2:12][CH2:13][CH2:14][CH2:15][CH2:16][CH2:17][CH2:18][CH2:19][CH2:20][CH2:21][CH2:22][CH2:23][CH2:24][CH2:25][CH3:26])[C:5]=1[CH:6]1[C:28]([C:27]([O:33][CH2:34][CH3:35])=[O:32])=[C:29]([CH3:31])[NH:54][C:52]([CH3:53])=[C:51]1[C:49]([O:48][CH2:47][CH3:46])=[O:50])[CH3:2]. The catalyst class is: 51. (10) Reactant: C([O:8][C:9]1[CH:10]=[C:11]([C:17]2[CH:22]=[CH:21][C:20]([C:23]([O:25][CH3:26])=[O:24])=[CH:19][CH:18]=2)[CH:12]=[C:13]([CH2:15]Cl)[CH:14]=1)C1C=CC=CC=1.[C:27]([C:31]1[CH:36]=[CH:35][C:34]([C:37]2[C:45]3[C:40](=[CH:41][CH:42]=[CH:43][CH:44]=3)[NH:39][C:38]=2[C:46]([O:48][CH2:49][CH3:50])=[O:47])=[CH:33][CH:32]=1)([CH3:30])([CH3:29])[CH3:28].C([O-])([O-])=O.[K+].[K+].CCOC(C)=O. Product: [C:27]([C:31]1[CH:32]=[CH:33][C:34]([C:37]2[C:45]3[C:40](=[CH:41][CH:42]=[CH:43][CH:44]=3)[N:39]([CH2:15][C:13]3[CH:12]=[C:11]([C:17]4[CH:18]=[CH:19][C:20]([C:23]([O:25][CH3:26])=[O:24])=[CH:21][CH:22]=4)[CH:10]=[C:9]([OH:8])[CH:14]=3)[C:38]=2[C:46]([O:48][CH2:49][CH3:50])=[O:47])=[CH:35][CH:36]=1)([CH3:30])([CH3:28])[CH3:29]. The catalyst class is: 3.